From a dataset of Catalyst prediction with 721,799 reactions and 888 catalyst types from USPTO. Predict which catalyst facilitates the given reaction. (1) Reactant: [C:1](=O)([O-])[O-].[Na+].[Na+].S(OC)(OC)(=O)=O.[OH:14][C:15]1[CH:20]=[CH:19][C:18]([CH:21]=[CH:22][C:23](=[O:25])[CH3:24])=[CH:17][C:16]=1[O:26][CH2:27][CH3:28]. Product: [CH3:1][O:14][C:15]1[CH:20]=[CH:19][C:18]([CH:21]=[CH:22][C:23](=[O:25])[CH3:24])=[CH:17][C:16]=1[O:26][CH2:27][CH3:28]. The catalyst class is: 21. (2) Reactant: Br[C:2]1[C:8]([C:9]([F:12])([F:11])[F:10])=[CH:7][C:5]([NH2:6])=[CH:4][C:3]=1[Cl:13].C(=O)([O-])[O-].[Na+].[Na+].CC1(C)C(C)(C)OB([C:28]2[CH:33]=[CH:32][C:31]([C@H:34]([NH:36][S:37]([CH3:40])(=[O:39])=[O:38])[CH3:35])=[CH:30][CH:29]=2)O1.O. Product: [NH2:6][C:5]1[CH:7]=[C:8]([C:9]([F:12])([F:11])[F:10])[C:2]([C:28]2[CH:29]=[CH:30][C:31]([C@H:34]([NH:36][S:37]([CH3:40])(=[O:38])=[O:39])[CH3:35])=[CH:32][CH:33]=2)=[C:3]([Cl:13])[CH:4]=1. The catalyst class is: 564.